Dataset: NCI-60 drug combinations with 297,098 pairs across 59 cell lines. Task: Regression. Given two drug SMILES strings and cell line genomic features, predict the synergy score measuring deviation from expected non-interaction effect. Drug 1: C1=CN(C(=O)N=C1N)C2C(C(C(O2)CO)O)O.Cl. Drug 2: CCCCC(=O)OCC(=O)C1(CC(C2=C(C1)C(=C3C(=C2O)C(=O)C4=C(C3=O)C=CC=C4OC)O)OC5CC(C(C(O5)C)O)NC(=O)C(F)(F)F)O. Cell line: LOX IMVI. Synergy scores: CSS=66.8, Synergy_ZIP=-2.70, Synergy_Bliss=-3.33, Synergy_Loewe=-6.91, Synergy_HSA=-0.0579.